Dataset: Full USPTO retrosynthesis dataset with 1.9M reactions from patents (1976-2016). Task: Predict the reactants needed to synthesize the given product. (1) Given the product [F:22][C:23]1[CH:30]=[CH:29][C:26]([CH2:27][N:11]2[C:8]3=[N:9][CH:10]=[C:5]([S:2]([CH3:1])(=[O:4])=[O:3])[CH:6]=[C:7]3[CH:13]=[C:12]2[C:14]2[O:15][C:16]([CH3:19])=[CH:17][CH:18]=2)=[CH:25][CH:24]=1, predict the reactants needed to synthesize it. The reactants are: [CH3:1][S:2]([C:5]1[CH:6]=[C:7]2[CH:13]=[C:12]([C:14]3[O:15][C:16]([CH3:19])=[CH:17][CH:18]=3)[NH:11][C:8]2=[N:9][CH:10]=1)(=[O:4])=[O:3].[H-].[Na+].[F:22][C:23]1[CH:30]=[CH:29][C:26]([CH2:27]Br)=[CH:25][CH:24]=1.C(=O)([O-])O.[Na+]. (2) Given the product [N:45]1[CH:46]=[CH:47][CH:48]=[CH:49][C:44]=1[S:50][C:51]1[CH:52]=[C:53]([CH:57]=[CH:58][CH:59]=1)[C:54]([OH:56])=[O:55], predict the reactants needed to synthesize it. The reactants are: CC1(C)C2C(=C(P(C3C=CC=CC=3)C3C=CC=CC=3)C=CC=2)OC2C(P(C3C=CC=CC=3)C3C=CC=CC=3)=CC=CC1=2.I[C:44]1[CH:49]=[CH:48][CH:47]=[CH:46][N:45]=1.[SH:50][C:51]1[CH:52]=[C:53]([CH:57]=[CH:58][CH:59]=1)[C:54]([OH:56])=[O:55].C(N(CC)C(C)C)(C)C. (3) Given the product [C:11]([NH2:20])(=[O:19])[C:12]1[C:13](=[CH:15][CH:16]=[CH:17][CH:18]=1)[OH:14].[B:1]([O:4][CH2:9][CH:7]([CH2:6][OH:5])[OH:8])([OH:3])[OH:2], predict the reactants needed to synthesize it. The reactants are: [B:1]([OH:4])([OH:3])[OH:2].[OH:5][CH2:6][CH:7]([CH2:9]O)[OH:8].[C:11]([NH2:20])(=[O:19])[C:12]1[C:13](=[CH:15][CH:16]=[CH:17][CH:18]=1)[OH:14]. (4) Given the product [Cl:35][C:32]1[CH:31]=[CH:30][C:29]([C@H:10]2[C@@H:11]([C:22]3[CH:23]=[CH:24][C:25]([Cl:28])=[CH:26][CH:27]=3)[N:12]([C@H:15]([CH2:19][CH2:20][CH3:21])[C:42]([NH:41][CH2:39][CH2:40][C:60]([OH:61])=[O:63])=[O:59])[C:13](=[O:14])[C@H:8]([CH2:7][C:6]3[CH:5]=[CH:4][C:3]([C:1]#[N:2])=[CH:37][CH:36]=3)[O:9]2)=[CH:34][CH:33]=1, predict the reactants needed to synthesize it. The reactants are: [C:1]([C:3]1[CH:37]=[CH:36][C:6]([CH2:7][C@H:8]2[C:13](=[O:14])[N:12]([C@H:15]([CH2:19][CH2:20][CH3:21])C(O)=O)[C@H:11]([C:22]3[CH:27]=[CH:26][C:25]([Cl:28])=[CH:24][CH:23]=3)[C@H:10]([C:29]3[CH:34]=[CH:33][C:32]([Cl:35])=[CH:31][CH:30]=3)[O:9]2)=[CH:5][CH:4]=1)#[N:2].Cl.[CH2:39]([N:41]=[C:42]=NCCCN(C)C)[CH3:40].N1C2C(=NC=CC=2)N([OH:59])N=1.[C:60](=[O:63])(O)[O-:61].[Na+].[OH-].C[Sn+](C)C. (5) Given the product [O:1]1[CH:6]=[CH:5][CH:3]=[C:2]1[C:8]1[CH:9]=[C:10]([CH:13]=[CH:14][CH:15]=1)[CH:11]=[O:12], predict the reactants needed to synthesize it. The reactants are: [O:1]1[CH2:6][CH2:5]O[CH2:3][CH2:2]1.Br[C:8]1[CH:9]=[C:10]([CH:13]=[CH:14][CH:15]=1)[CH:11]=[O:12].C([Sn](CCCC)(CCCC)C1OC=CC=1)CCC.[F-].[K+]. (6) The reactants are: [Cl:1][C:2]1[CH:7]=[CH:6][N:5]=[C:4]([NH:8][C:9](=[O:15])[O:10][C:11]([CH3:14])([CH3:13])[CH3:12])[CH:3]=1.CN(C)CCN(C)C.[Li]CCCC.[I:29]I.[NH4+].[Cl-]. Given the product [Cl:1][C:2]1[CH:7]=[CH:6][N:5]=[C:4]([NH:8][C:9](=[O:15])[O:10][C:11]([CH3:12])([CH3:14])[CH3:13])[C:3]=1[I:29], predict the reactants needed to synthesize it.